From a dataset of Forward reaction prediction with 1.9M reactions from USPTO patents (1976-2016). Predict the product of the given reaction. The product is: [NH2:16][C:5]1[C:4]([O:23][CH3:24])=[C:3]([C:1]#[N:2])[CH:8]=[C:7]([C:9]2[CH:14]=[CH:13][CH:12]=[CH:11][CH:10]=2)[C:6]=1[F:15]. Given the reactants [C:1]([C:3]1[C:4]([O:23][CH3:24])=[C:5]([NH:16]C(=O)C(F)(F)F)[C:6]([F:15])=[C:7]([C:9]2[CH:14]=[CH:13][CH:12]=[CH:11][CH:10]=2)[CH:8]=1)#[N:2].C(=O)([O-])[O-].[K+].[K+], predict the reaction product.